This data is from Catalyst prediction with 721,799 reactions and 888 catalyst types from USPTO. The task is: Predict which catalyst facilitates the given reaction. (1) Reactant: [CH2:1]([OH:5])[CH:2]([OH:4])[CH3:3].[H-].[Na+].[CH2:8](Br)[C:9]1[CH:14]=[CH:13][CH:12]=[CH:11][CH:10]=1. Product: [CH2:8]([O:5][CH2:1][CH:2]([OH:4])[CH3:3])[C:9]1[CH:14]=[CH:13][CH:12]=[CH:11][CH:10]=1. The catalyst class is: 9. (2) Reactant: [F:1][C:2]1[CH:10]=[CH:9][C:5]([C:6]([OH:8])=[O:7])=[C:4]([CH3:11])[CH:3]=1.[N+:12]([O-])([OH:14])=[O:13]. Product: [F:1][C:2]1[C:10]([N+:12]([O-:14])=[O:13])=[CH:9][C:5]([C:6]([OH:8])=[O:7])=[C:4]([CH3:11])[CH:3]=1. The catalyst class is: 65. (3) Reactant: Br[C:2]1[N:6]([C:7]([CH3:10])([CH3:9])[CH3:8])[N:5]=[CH:4][C:3]=1[CH2:11][C:12]1([N:25]=[C:26]=[O:27])[CH2:17][CH2:16][N:15]([C:18]([O:20][C:21]([CH3:24])([CH3:23])[CH3:22])=[O:19])[CH2:14][CH2:13]1.C([Li])(C)(C)C. Product: [C:7]([N:6]1[C:2]2[C:26](=[O:27])[NH:25][C:12]3([CH2:17][CH2:16][N:15]([C:18]([O:20][C:21]([CH3:23])([CH3:22])[CH3:24])=[O:19])[CH2:14][CH2:13]3)[CH2:11][C:3]=2[CH:4]=[N:5]1)([CH3:9])([CH3:10])[CH3:8]. The catalyst class is: 1. (4) Reactant: [CH2:1]([O:8][C:9]([N:11]1[CH2:15][C:14](=[O:16])[N:13]=[C:12]1[NH2:17])=[O:10])[C:2]1[CH:7]=[CH:6][CH:5]=[CH:4][CH:3]=1.[F:18][C:19]([F:29])([F:28])[C:20]1[CH:27]=[CH:26][CH:25]=[CH:24][C:21]=1[CH2:22]Br.C([O-])([O-])=O.[K+].[K+]. Product: [CH2:1]([O:8][C:9]([N:11]1[CH2:15][C:14](=[O:16])[N:13]=[C:12]1[NH:17][CH2:22][C:21]1[CH:24]=[CH:25][CH:26]=[CH:27][C:20]=1[C:19]([F:18])([F:28])[F:29])=[O:10])[C:2]1[CH:7]=[CH:6][CH:5]=[CH:4][CH:3]=1. The catalyst class is: 10. (5) The catalyst class is: 15. Reactant: [NH2:1][C:2]1[CH:3]=[CH:4][CH:5]=[C:6]2[C:10]=1[NH:9][C:8]([C:11]([NH2:13])=[O:12])=[C:7]2[S:14]([N:17]1[CH2:22][CH2:21][O:20][CH2:19][CH2:18]1)(=[O:16])=[O:15].[Br:23]Br. Product: [NH2:1][C:2]1[C:3]([Br:23])=[CH:4][CH:5]=[C:6]2[C:10]=1[NH:9][C:8]([C:11]([NH2:13])=[O:12])=[C:7]2[S:14]([N:17]1[CH2:18][CH2:19][O:20][CH2:21][CH2:22]1)(=[O:16])=[O:15]. (6) Reactant: [CH3:1][CH:2]([CH:5]=[CH2:6])[CH2:3][OH:4].N1C(C)=CC=CC=1C.[F:15][C:16]([F:29])([F:28])[S:17](O[S:17]([C:16]([F:29])([F:28])[F:15])(=[O:19])=[O:18])(=[O:19])=[O:18].O. Product: [CH3:1][CH:2]([CH:5]=[CH2:6])[CH2:3][O:4][S:17]([C:16]([F:29])([F:28])[F:15])(=[O:19])=[O:18]. The catalyst class is: 4. (7) Reactant: [OH:1][C:2]1([C:12]([F:21])([F:20])[C:13](O)([OH:18])[C:14]([F:17])([F:16])[F:15])[CH2:7][CH2:6][CH:5]([C:8](OC)=[O:9])[CH2:4][CH2:3]1.O. Product: [OH:1][C:2]1([C:12]([F:20])([F:21])[CH:13]([OH:18])[C:14]([F:15])([F:16])[F:17])[CH2:7][CH2:6][CH:5]([CH2:8][OH:9])[CH2:4][CH2:3]1. The catalyst class is: 11. (8) Reactant: [F:1][C:2]1[CH:3]=[C:4]([N:8]2[C:16](=[O:17])[C:15]3[CH:14]=[C:13]4[CH2:18][CH2:19][CH2:20][C:12]4=[CH:11][C:10]=3[CH:9]2O)[CH:5]=[CH:6][CH:7]=1.[C:22]([CH:27]=P(C1C=CC=CC=1)(C1C=CC=CC=1)C1C=CC=CC=1)([O:24]CC)=[O:23]. Product: [F:1][C:2]1[CH:3]=[C:4]([N:8]2[CH:9]([CH2:27][C:22]([OH:24])=[O:23])[C:10]3[CH:11]=[C:12]4[CH2:20][CH2:19][CH2:18][C:13]4=[CH:14][C:15]=3[C:16]2=[O:17])[CH:5]=[CH:6][CH:7]=1. The catalyst class is: 11.